Regression. Given a peptide amino acid sequence and an MHC pseudo amino acid sequence, predict their binding affinity value. This is MHC class II binding data. From a dataset of Peptide-MHC class II binding affinity with 134,281 pairs from IEDB. (1) The peptide sequence is EKKYFAATQFEPAAA. The MHC is HLA-DPA10301-DPB10402 with pseudo-sequence HLA-DPA10301-DPB10402. The binding affinity (normalized) is 0.830. (2) The MHC is DRB1_0301 with pseudo-sequence DRB1_0301. The binding affinity (normalized) is 0.331. The peptide sequence is NNGGDAMYMALIAAF. (3) The peptide sequence is TSVIIDGNCDGRGKS. The MHC is DRB5_0101 with pseudo-sequence DRB5_0101. The binding affinity (normalized) is 0.256.